From a dataset of Full USPTO retrosynthesis dataset with 1.9M reactions from patents (1976-2016). Predict the reactants needed to synthesize the given product. (1) Given the product [Cl:5][C:6]1[N:11]=[C:10]([NH:4][CH2:1][CH2:2][CH2:24][S:21]([NH2:16])(=[O:23])=[O:22])[C:9]([Cl:13])=[CH:8][N:7]=1, predict the reactants needed to synthesize it. The reactants are: [CH2:1]([NH2:4])[CH2:2]N.[Cl:5][C:6]1[N:11]=[C:10](Cl)[C:9]([Cl:13])=[CH:8][N:7]=1.CC[N:16](CC)CC.[S:21](Cl)([CH3:24])(=[O:23])=[O:22]. (2) Given the product [CH3:32][S:33]([O:12][CH:10]([C:8]1=[CH:9][N:5]([C:1]([CH3:4])([CH3:2])[CH3:3])[S:6]/[C:7]/1=[N:13]\[C:14]([C:15]1[CH:20]=[C:19]([Cl:21])[CH:18]=[CH:17][C:16]=1[O:22][CH3:23])=[O:24])[CH3:11])(=[O:35])=[O:34], predict the reactants needed to synthesize it. The reactants are: [C:1]([N:5]1[CH:9]=[C:8]([CH:10]([OH:12])[CH3:11])/[C:7](=[N:13]/[C:14](=[O:24])[C:15]2[CH:20]=[C:19]([Cl:21])[CH:18]=[CH:17][C:16]=2[O:22][CH3:23])/[S:6]1)([CH3:4])([CH3:3])[CH3:2].C(N(CC)CC)C.[CH3:32][S:33](Cl)(=[O:35])=[O:34].O.